This data is from Experimentally validated miRNA-target interactions with 360,000+ pairs, plus equal number of negative samples. The task is: Binary Classification. Given a miRNA mature sequence and a target amino acid sequence, predict their likelihood of interaction. (1) The miRNA is rno-miR-208b-3p with sequence AUAAGACGAACAAAAGGU. Result: 0 (no interaction). The protein sequence of the target gene is MAPSQLALFSVSDKTGLVEFARSLASLGLSLVASGGTAKAIRDAGLAVRDVSELTGFPEMLGGRVKTLHPAVHAGILARNIPEDAADMARLDFNLVRVVVCNLYPFVKTVASPDVTVEAAVEQIDIGGVTLLRAAAKNHARVTVVCEPEDYAGVAAEMHGSDSKDTSLETRRHLALKAFTHTAQYDEAISDYFRKQYSKGISQMPLRYGMNPHQTPAQLYTLKPKLPITVLNGAPGFINLCDALNAWQLVTELRGAVDIPAAASFKHVSPAGAAVGVPLSEDEARVCMVYDLYPTLTPLA.... (2) The protein sequence of the target gene is MHTGGETSACKPSSVRLAPSFSFHAAGLQMAAQMPHSHQYSDRRQPNISDQQVSALSYSDQIQQPLTNQVMPDIVMLQRRMPQTFRDPATAPLRKLSVDLIKTYKHINEVYYAKKKRRHQQGQGDDSSHKKERKVYNDGYDDDNYDYIVKNGEKWMDRYEIDSLIGKGSFGQVVKAYDRVEQEWVAIKIIKNKKAFLNQAQIEVRLLELMNKHDTEMKYYIVHLKRHFMFRNHLCLVFEMLSYNLYDLLRNTNFRGVSLNLTRKFAQQMCTALLFLATPELSIIHCDLKPENILLCNPKR.... The miRNA is mmu-miR-7648-5p with sequence CCGCGUUCCGGGCUCGGCGC. Result: 0 (no interaction). (3) The miRNA is ssc-miR-187 with sequence UCGUGUCUUGUGUUGCAGCCGG. The protein sequence of the target gene is MAQPLAFILDVPETPGDQGQGPSPYDESEVHDSFQQLIQEQSQCTAQEGLELQQREREVTGSSQQTLWRPEGTQSTATLRILASMPSRTIGRSRGAIISQYYNRTVQLRCRSSRPLLGNFVRSAWPSLRLYDLELDPTALEEEEKQSLLVKELQSLAVAQRDHMLRGMPLSLAEKRSLREKSRTPRGKWRGQPGSGGVCSCCGRLRYACVLALHSLGLALLSALQALMPWRYALKRIGGQFGSSVLSYFLFLKTLLAFNALLLLLLVAFIMGPQVAFPPALPGPAPVCTGLELLTGAGCF.... Result: 0 (no interaction). (4) The miRNA is hsa-miR-4774-3p with sequence AUUGCCUAACAUGUGCCAGAA. The protein sequence of the target gene is MQLFVRAQELHTFEVTGQETVAQIKAHVASLEGIAPEDQVVLLAGAPLEDEATLGQCGVEALTTLEVAGRMLGG. Result: 0 (no interaction).